Task: Regression. Given two drug SMILES strings and cell line genomic features, predict the synergy score measuring deviation from expected non-interaction effect.. Dataset: NCI-60 drug combinations with 297,098 pairs across 59 cell lines (1) Drug 1: CC12CCC(CC1=CCC3C2CCC4(C3CC=C4C5=CN=CC=C5)C)O. Drug 2: C1=CN(C(=O)N=C1N)C2C(C(C(O2)CO)O)O.Cl. Cell line: COLO 205. Synergy scores: CSS=30.7, Synergy_ZIP=0.517, Synergy_Bliss=-2.16, Synergy_Loewe=-30.9, Synergy_HSA=-4.47. (2) Drug 1: C1CC(C1)(C(=O)O)C(=O)O.[NH2-].[NH2-].[Pt+2]. Drug 2: CN(C(=O)NC(C=O)C(C(C(CO)O)O)O)N=O. Cell line: TK-10. Synergy scores: CSS=0.574, Synergy_ZIP=1.26, Synergy_Bliss=2.09, Synergy_Loewe=-0.803, Synergy_HSA=-0.518. (3) Drug 2: CNC(=O)C1=CC=CC=C1SC2=CC3=C(C=C2)C(=NN3)C=CC4=CC=CC=N4. Cell line: HOP-92. Drug 1: C1CCC(C1)C(CC#N)N2C=C(C=N2)C3=C4C=CNC4=NC=N3. Synergy scores: CSS=7.47, Synergy_ZIP=-0.548, Synergy_Bliss=3.32, Synergy_Loewe=2.80, Synergy_HSA=2.08.